The task is: Predict the reactants needed to synthesize the given product.. This data is from Full USPTO retrosynthesis dataset with 1.9M reactions from patents (1976-2016). Given the product [CH2:5]([C:7]1[CH:15]=[CH:14][C:10]([C:11]([O:13][CH3:1])=[O:12])=[CH:9][C:8]=1[N+:16]([O-:18])=[O:17])[CH3:6], predict the reactants needed to synthesize it. The reactants are: [C:1](Cl)(=O)C.[CH2:5]([C:7]1[CH:15]=[CH:14][C:10]([C:11]([OH:13])=[O:12])=[CH:9][C:8]=1[N+:16]([O-:18])=[O:17])[CH3:6].